From a dataset of Full USPTO retrosynthesis dataset with 1.9M reactions from patents (1976-2016). Predict the reactants needed to synthesize the given product. (1) Given the product [CH3:1][C:21]1[CH:22]=[C:15]([C:14]([F:23])([F:24])[F:13])[CH:16]=[CH:17][C:18]=1[CH:19]=[O:20], predict the reactants needed to synthesize it. The reactants are: [CH3:1]N(C)CCNC.C([Li])CCC.[F:13][C:14]([F:24])([F:23])[C:15]1[CH:22]=[CH:21][C:18]([CH:19]=[O:20])=[CH:17][CH:16]=1.CI.Cl. (2) Given the product [Br:15][C:16]1[C:17]([O:41][CH2:43][C@H:44]2[CH2:48][CH2:47][CH2:46][N:45]2[C:49]([O:51][C:52]([CH3:53])([CH3:55])[CH3:54])=[O:50])=[C:18]([C:19]([O:21][CH3:22])=[O:20])[C:23]([N:26]([C:27]([O:29][C:30]([CH3:33])([CH3:31])[CH3:32])=[O:28])[C:34]([O:36][C:37]([CH3:40])([CH3:39])[CH3:38])=[O:35])=[CH:24][CH:25]=1, predict the reactants needed to synthesize it. The reactants are: N(C(OC(C)C)=O)=NC(OC(C)C)=O.[Br:15][C:16]1[C:17]([OH:41])=[C:18]([C:23]([N:26]([C:34]([O:36][C:37]([CH3:40])([CH3:39])[CH3:38])=[O:35])[C:27]([O:29][C:30]([CH3:33])([CH3:32])[CH3:31])=[O:28])=[CH:24][CH:25]=1)[C:19]([O:21][CH3:22])=[O:20].O[CH2:43][C@H:44]1[CH2:48][CH2:47][CH2:46][N:45]1[C:49]([O:51][C:52]([CH3:55])([CH3:54])[CH3:53])=[O:50].C1(P(C2C=CC=CC=2)C2C=CC=CC=2)C=CC=CC=1. (3) Given the product [Br:1][C:2]1[CH:15]=[CH:14][CH:13]=[CH:12][C:3]=1[O:4][CH2:5][CH:6]1[CH2:7][CH2:8][S:31](=[O:34])(=[O:30])[CH2:10][CH2:11]1, predict the reactants needed to synthesize it. The reactants are: [Br:1][C:2]1[CH:15]=[CH:14][CH:13]=[CH:12][C:3]=1[O:4][CH2:5][CH:6]1[CH2:11][CH2:10]S[CH2:8][CH2:7]1.C(Cl)Cl.ClC1C=C(C=CC=1)C(OO)=O.[O-:30][S:31]([O-:34])(=S)=O.[Na+].[Na+]. (4) Given the product [Br:28][C:20]1[O:21][C:22]2=[CH:23][N:24]=[CH:25][CH:26]=[C:27]2[C:19]=1[O:18][Si:1]([C:14]([CH3:17])([CH3:15])[CH3:16])([C:2]1[CH:7]=[CH:6][CH:5]=[CH:4][CH:3]=1)[C:8]1[CH:13]=[CH:12][CH:11]=[CH:10][CH:9]=1, predict the reactants needed to synthesize it. The reactants are: [Si:1]([O:18][C:19]1[C:27]2[C:22](=[CH:23][N:24]=[CH:25][CH:26]=2)[O:21][CH:20]=1)([C:14]([CH3:17])([CH3:16])[CH3:15])([C:8]1[CH:13]=[CH:12][CH:11]=[CH:10][CH:9]=1)[C:2]1[CH:7]=[CH:6][CH:5]=[CH:4][CH:3]=1.[Br:28]Br. (5) Given the product [C:4]([O:3][C:1](=[O:2])[NH:8][C@@H:9]([C:13](=[NH:15])[NH:37][CH2:30][C:31]1[CH:36]=[CH:35][CH:34]=[CH:33][CH:32]=1)[CH:10]([CH3:12])[CH3:11])([CH3:7])([CH3:6])[CH3:5], predict the reactants needed to synthesize it. The reactants are: [C:1]([NH:8][C@@H:9]([C:13]([NH2:15])=O)[CH:10]([CH3:12])[CH3:11])([O:3][C:4]([CH3:7])([CH3:6])[CH3:5])=[O:2].F[P-](F)(F)(F)(F)F.C([O+](CC)CC)C.[CH2:30]([NH2:37])[C:31]1[CH:36]=[CH:35][CH:34]=[CH:33][CH:32]=1.CCO. (6) Given the product [NH2:20][C:17]1[O:18][CH2:19][C@H:15]([CH2:14][CH2:13][O:12][C:11]2[CH:10]=[C:9]([OH:8])[CH:23]=[CH:22][CH:21]=2)[N:16]=1, predict the reactants needed to synthesize it. The reactants are: C([O:8][C:9]1[CH:10]=[C:11]([CH:21]=[CH:22][CH:23]=1)[O:12][CH2:13][CH2:14][C@H:15]1[CH2:19][O:18][C:17]([NH2:20])=[N:16]1)C1C=CC=CC=1. (7) Given the product [CH2:12]([S:14][CH2:2][N:3]1[C:7]([CH3:8])=[CH:6][C:5]([N+:9]([O-:11])=[O:10])=[N:4]1)[CH3:13], predict the reactants needed to synthesize it. The reactants are: Cl[CH2:2][N:3]1[C:7]([CH3:8])=[CH:6][C:5]([N+:9]([O-:11])=[O:10])=[N:4]1.[CH2:12]([S-:14])[CH3:13].[Na+].